From a dataset of Catalyst prediction with 721,799 reactions and 888 catalyst types from USPTO. Predict which catalyst facilitates the given reaction. Reactant: [C:1]([O:5][C:6](=[O:27])[CH2:7][C@H:8]([NH:19][C:20]([O:22][C:23]([CH3:26])([CH3:25])[CH3:24])=[O:21])[CH2:9][C:10]1[CH:18]=[CH:17][CH:16]=[CH:15][C:11]=1[C:12]([OH:14])=O)([CH3:4])([CH3:3])[CH3:2].ON1C(=O)CCC1=O.C1(N=C=NC2CCCCC2)CCCCC1.Cl.[Cl:52][CH2:53][CH2:54][NH:55][CH2:56][CH2:57][Cl:58].C(N(CC)CC)C. Product: [Cl:52][CH2:53][CH2:54][N:55]([CH2:56][CH2:57][Cl:58])[C:12]([C:11]1[CH:15]=[CH:16][CH:17]=[CH:18][C:10]=1[CH2:9][C@@H:8]([NH:19][C:20]([O:22][C:23]([CH3:25])([CH3:24])[CH3:26])=[O:21])[CH2:7][C:6]([O:5][C:1]([CH3:2])([CH3:4])[CH3:3])=[O:27])=[O:14]. The catalyst class is: 10.